Dataset: Reaction yield outcomes from USPTO patents with 853,638 reactions. Task: Predict the reaction yield, written as a fraction of the theoretical maximum amount of product (1.0 means a 100% yield; for example, 0.34 means a 34% yield). (1) The reactants are [Cl:1][C:2]1[C:7]2[C:8](=[O:18])[N:9]([C:11]([O:13][C:14]([CH3:17])([CH3:16])[CH3:15])=[O:12])[CH2:10][C:6]=2[C:5]([F:19])=[C:4](Cl)[N:3]=1.[NH2:21][C@@H:22]1[CH2:27][CH2:26][CH2:25][CH2:24][C@@H:23]1[NH:28][C:29](=[O:35])[O:30][C:31]([CH3:34])([CH3:33])[CH3:32].[CH3:36]CN(C(C)C)C(C)C. The catalyst is CC(O)C.CS(C)=O. The product is [C:31]([O:30][C:29]([NH:28][C@H:23]1[CH2:24][CH2:25][CH2:26][CH2:27][C@H:22]1[NH:21][C:4]1[N:3]=[C:2]([Cl:1])[C:7]2[C:8](=[O:18])[N:9]([C:11]([O:13][C:14]([CH3:17])([CH3:16])[CH3:15])=[O:12])[CH:10]([CH3:36])[C:6]=2[C:5]=1[F:19])=[O:35])([CH3:32])([CH3:34])[CH3:33]. The yield is 0.320. (2) The reactants are [NH2:1][C:2]1[N:23]=[C:22](Cl)[CH:21]=[CH:20][C:3]=1[C:4]([NH:6][CH2:7][C:8]1[S:9][C:10]([O:13][C:14]2[CH:19]=[CH:18][CH:17]=[CH:16][CH:15]=2)=[CH:11][CH:12]=1)=[O:5].C1C=CC(CC(NCN[C@H](C(O)=O)CC2C=CC([N+]([O-])=O)=CC=2)=O)=CC=1.[S:51]1[CH:55]=[CH:54][N:53]=[CH:52]1. The catalyst is C1(C)C(C)=CC=CC=1.C1C=CC([P]([Pd]([P](C2C=CC=CC=2)(C2C=CC=CC=2)C2C=CC=CC=2)([P](C2C=CC=CC=2)(C2C=CC=CC=2)C2C=CC=CC=2)[P](C2C=CC=CC=2)(C2C=CC=CC=2)C2C=CC=CC=2)(C2C=CC=CC=2)C2C=CC=CC=2)=CC=1. The product is [NH2:1][C:2]1[N:23]=[C:22]([C:52]2[S:51][CH:55]=[CH:54][N:53]=2)[CH:21]=[CH:20][C:3]=1[C:4]([NH:6][CH2:7][C:8]1[S:9][C:10]([O:13][C:14]2[CH:19]=[CH:18][CH:17]=[CH:16][CH:15]=2)=[CH:11][CH:12]=1)=[O:5]. The yield is 0.190. (3) The reactants are [CH:1]1([C:4]2[CH:8]=[C:7]([NH2:9])[NH:6][N:5]=2)[CH2:3][CH2:2]1.[Br:10][C:11]1[N:16]=[C:15](Br)[C:14]([C:18]#[C:19][Si:20]([CH3:23])([CH3:22])[CH3:21])=[C:13]([CH3:24])[N:12]=1. The catalyst is C(O)C. The product is [Br:10][C:11]1[N:16]=[C:15]([NH:9][C:7]2[CH:8]=[C:4]([CH:1]3[CH2:3][CH2:2]3)[NH:5][N:6]=2)[C:14]([C:18]#[C:19][Si:20]([CH3:21])([CH3:23])[CH3:22])=[C:13]([CH3:24])[N:12]=1. The yield is 0.220. (4) The reactants are [F:1][C:2]1[CH:7]=[CH:6][C:5](I)=[CH:4][CH:3]=1.[O-:9]P([O-])([O-])=O.[K+].[K+].[K+].CCCC[CH2:21][CH2:22][CH2:23][CH2:24][CH2:25][CH2:26][CH2:27][CH3:28].[CH:29]1([NH2:36])CCCCC1N.O1C[CH2:41][O:40][CH2:39]C1. The yield is 0.670. The product is [CH3:39][O:40][C:41]([C:26]1[C:27]([CH3:28])=[C:29]2[C:23]([CH:22]=[CH:21][N:36]2[C:5]2[CH:6]=[CH:7][C:2]([F:1])=[CH:3][CH:4]=2)=[CH:24][CH:25]=1)=[O:9]. The catalyst is [Cu]I.O. (5) The reactants are [NH:1]1[CH2:6][CH2:5][C:4]2([C:14]3[C:9](=[CH:10][CH:11]=[CH:12][CH:13]=3)[CH2:8][CH2:7]2)[CH2:3][CH2:2]1.C([O-])([O-])=O.[Cs+].[Cs+].[CH2:21]([O:23][C:24](=[O:46])[CH2:25][CH:26]([C:30]1[CH:35]=[CH:34][C:33]([O:36][CH2:37][C:38]2[CH:43]=[CH:42][C:41]([CH2:44]Br)=[CH:40][CH:39]=2)=[CH:32][CH:31]=1)[C:27]#[C:28][CH3:29])[CH3:22]. The catalyst is C(#N)C. The product is [N:1]1([CH2:44][C:41]2[CH:40]=[CH:39][C:38]([CH2:37][O:36][C:33]3[CH:34]=[CH:35][C:30]([C@@H:26]([C:27]#[C:28][CH3:29])[CH2:25][C:24]([O:23][CH2:21][CH3:22])=[O:46])=[CH:31][CH:32]=3)=[CH:43][CH:42]=2)[CH2:6][CH2:5][C:4]2([C:14]3[C:9](=[CH:10][CH:11]=[CH:12][CH:13]=3)[CH2:8][CH2:7]2)[CH2:3][CH2:2]1. The yield is 0.937. (6) The reactants are [CH3:1][C:2]1[CH:11]=[CH:10][CH:9]=[CH:8][C:3]=1[C:4]([O:6][CH3:7])=[O:5].C1C(=O)N([Br:19])C(=O)C1.CC(N=NC(C#N)(C)C)(C#N)C. The catalyst is C(Cl)(Cl)(Cl)Cl.O. The product is [Br:19][CH2:1][C:2]1[CH:11]=[CH:10][CH:9]=[CH:8][C:3]=1[C:4]([O:6][CH3:7])=[O:5]. The yield is 0.800.